From a dataset of Reaction yield outcomes from USPTO patents with 853,638 reactions. Predict the reaction yield, written as a fraction of the theoretical maximum amount of product (1.0 means a 100% yield; for example, 0.34 means a 34% yield). (1) The reactants are [NH2:1][C:2]1[CH:7]=[CH:6][C:5]([CH3:8])=[CH:4][C:3]=1[S:9]([NH2:12])(=[O:11])=[O:10].[Cl:13][C:14]1[CH:19]=[CH:18][C:17](/[CH:20]=[CH:21]/[S:22](Cl)(=[O:24])=[O:23])=[C:16]([O:26][CH3:27])[CH:15]=1. No catalyst specified. The product is [Cl:13][C:14]1[CH:19]=[CH:18][C:17]([CH:20]=[CH:21][S:22]([NH:1][C:2]2[CH:7]=[CH:6][C:5]([CH3:8])=[CH:4][C:3]=2[S:9]([NH2:12])(=[O:10])=[O:11])(=[O:23])=[O:24])=[C:16]([O:26][CH3:27])[CH:15]=1. The yield is 0.810. (2) The reactants are [Br:1][C:2]1[CH:3]=[CH:4][C:5]2[C:6]([CH:13]=1)=[N:7][O:8][C:9]=2[C:10]([OH:12])=[O:11].[Si](C=[N+]=[N-])(C)(C)[CH3:15]. The catalyst is C(Cl)Cl.CO. The product is [Br:1][C:2]1[CH:3]=[CH:4][C:5]2[C:6]([CH:13]=1)=[N:7][O:8][C:9]=2[C:10]([O:12][CH3:15])=[O:11]. The yield is 0.870. (3) The reactants are [Cl:1][C:2]1[CH:3]=[C:4]([C:14]2([OH:21])[CH2:17][CH:16]([C:18](O)=[O:19])[CH2:15]2)[CH:5]=[CH:6][C:7]=1[CH2:8][N:9]1[CH2:13][CH2:12][CH2:11][CH2:10]1.[NH2:22][CH2:23][CH:24]1[CH2:26][CH2:25]1.C(P1(=O)OP(CCC)(=O)OP(CCC)(=O)O1)CC.[OH-].[Na+]. The catalyst is CCOC(C)=O. The product is [CH:24]1([CH2:23][NH:22][C:18]([CH:16]2[CH2:15][C:14]([C:4]3[CH:5]=[CH:6][C:7]([CH2:8][N:9]4[CH2:13][CH2:12][CH2:11][CH2:10]4)=[C:2]([Cl:1])[CH:3]=3)([OH:21])[CH2:17]2)=[O:19])[CH2:26][CH2:25]1. The yield is 0.430. (4) The reactants are COC(C1C(C)=C2C(Cl)=C(C#N)C=NN2C=1)=O.COC1C=CC=CC=1OC1C=CC(N)=CC=1.[CH3:34][O:35][C:36]([C:38]1[C:39]([CH3:74])=[C:40]2[C:45]([NH:46][C:47]3[CH:52]=[CH:51][C:50]([O:53][C:54]4[CH:59]=[CH:58][CH:57]=[CH:56][C:55]=4[O:60][C:61](C(OC(C)(C)C)=O)(C)C)=[CH:49][CH:48]=3)=[C:44]([C:71]#[N:72])[CH:43]=[N:42][N:41]2[CH:73]=1)=[O:37]. The yield is 0.850. No catalyst specified. The product is [CH3:34][O:35][C:36]([C:38]1[C:39]([CH3:74])=[C:40]2[C:45]([NH:46][C:47]3[CH:48]=[CH:49][C:50]([O:53][C:54]4[CH:59]=[CH:58][CH:57]=[CH:56][C:55]=4[O:60][CH3:61])=[CH:51][CH:52]=3)=[C:44]([C:71]#[N:72])[CH:43]=[N:42][N:41]2[CH:73]=1)=[O:37]. (5) The reactants are [C:1]([O:5][C:6](=[O:27])[C@H:7]([CH2:19][C:20]1[CH:25]=[CH:24][C:23]([OH:26])=[CH:22][CH:21]=1)[NH:8][C:9]1[C:13](OCC)=[N:12][S:11](=[O:18])(=[O:17])[N:10]=1)([CH3:4])([CH3:3])[CH3:2].C([O-])=O.[CH3:31][C:32]1[CH:33]=[C:34]([NH:38][C:39]([NH:41][CH2:42][CH2:43][NH2:44])=[O:40])[CH:35]=[CH:36][CH:37]=1.C(N(CC)CC)C. The catalyst is C(O)C. The product is [C:1]([O:5][C:6](=[O:27])[C@H:7]([CH2:19][C:20]1[CH:25]=[CH:24][C:23]([OH:26])=[CH:22][CH:21]=1)[NH:8][C:9]1[C:13]([NH:44][CH2:43][CH2:42][NH:41][C:39]([NH:38][C:34]2[CH:35]=[CH:36][CH:37]=[C:32]([CH3:31])[CH:33]=2)=[O:40])=[N:12][S:11](=[O:17])(=[O:18])[N:10]=1)([CH3:3])([CH3:4])[CH3:2]. The yield is 0.910.